Dataset: Full USPTO retrosynthesis dataset with 1.9M reactions from patents (1976-2016). Task: Predict the reactants needed to synthesize the given product. (1) Given the product [CH3:21][O:22][CH2:23][O:1][C:2]1[CH:7]=[CH:6][C:5]([C:8](=[O:10])[CH3:9])=[CH:4][C:3]=1[C:11]([F:12])([F:13])[F:14], predict the reactants needed to synthesize it. The reactants are: [OH:1][C:2]1[CH:7]=[CH:6][C:5]([C:8](=[O:10])[CH3:9])=[CH:4][C:3]=1[C:11]([F:14])([F:13])[F:12].C(=O)([O-])[O-].[K+].[K+].[CH3:21][O:22][CH2:23]Cl.O. (2) Given the product [Cl:1][C:2]1[CH:7]=[CH:6][C:5](/[CH:8]=[CH:9]/[C:10]([N:12]2[CH2:17][CH2:16][CH:15]([C:18]3[O:19][C:22]([CH:23]([CH3:25])[CH3:24])=[N:21][N:20]=3)[CH2:14][CH2:13]2)=[O:11])=[C:4]([CH2:27][N:28]2[N:32]=[N:31][C:30]([CH3:33])=[N:29]2)[CH:3]=1, predict the reactants needed to synthesize it. The reactants are: [Cl:1][C:2]1[CH:7]=[CH:6][C:5](/[CH:8]=[CH:9]/[C:10]([N:12]2[CH2:17][CH2:16][CH:15]([C:18]([NH:20][NH:21][C:22](=O)[CH:23]([CH3:25])[CH3:24])=[O:19])[CH2:14][CH2:13]2)=[O:11])=[C:4]([CH2:27][N:28]2[N:32]=[N:31][C:30]([CH3:33])=[N:29]2)[CH:3]=1.CC[N+](S(N=C(OC)[O-])(=O)=O)(CC)CC. (3) Given the product [CH:1]1([CH2:4][O:5][C:6]2[CH:11]=[C:10]([F:12])[C:9]([O:13][CH3:14])=[CH:8][C:7]=2[C:15]2[C:16]3[N:23]([CH2:24][O:25][CH2:26][CH2:27][Si:28]([CH3:29])([CH3:30])[CH3:31])[C:22]([CH3:32])=[C:21]([C:33]([NH:36][CH:37]4[CH2:38][CH2:39][N:40]([C:43]([O:45][C:46]([CH3:49])([CH3:48])[CH3:47])=[O:44])[CH2:41][CH2:42]4)=[O:35])[C:17]=3[N:18]=[CH:19][N:20]=2)[CH2:3][CH2:2]1, predict the reactants needed to synthesize it. The reactants are: [CH:1]1([CH2:4][O:5][C:6]2[CH:11]=[C:10]([F:12])[C:9]([O:13][CH3:14])=[CH:8][C:7]=2[C:15]2[C:16]3[N:23]([CH2:24][O:25][CH2:26][CH2:27][Si:28]([CH3:31])([CH3:30])[CH3:29])[C:22]([CH3:32])=[C:21]([C:33]([OH:35])=O)[C:17]=3[N:18]=[CH:19][N:20]=2)[CH2:3][CH2:2]1.[NH2:36][CH:37]1[CH2:42][CH2:41][N:40]([C:43]([O:45][C:46]([CH3:49])([CH3:48])[CH3:47])=[O:44])[CH2:39][CH2:38]1. (4) The reactants are: Br[CH:2](Br)[C:3]1[CH:4]=[CH:5][C:6]([N+:15]([O-:17])=[O:16])=[C:7]2[C:12]=1[O:11][C:10]([CH3:13])=[CH:9][C:8]2=[O:14].C[N+]1([O-])CC[O:23]CC1. Given the product [CH3:13][C:10]1[O:11][C:12]2[C:7]([C:8](=[O:14])[CH:9]=1)=[C:6]([N+:15]([O-:17])=[O:16])[CH:5]=[CH:4][C:3]=2[CH:2]=[O:23], predict the reactants needed to synthesize it. (5) Given the product [CH3:1][C@@H:2]1[CH2:7][C:6](=[O:8])[CH2:5][CH2:4][C@@H:3]1[C:9]([O:11][CH2:12][CH3:13])=[O:10], predict the reactants needed to synthesize it. The reactants are: [CH3:1][C:2]1[CH:3]([C:9]([O:11][CH2:12][CH3:13])=[O:10])[CH2:4][CH2:5][C:6](=[O:8])[CH:7]=1.Cl. (6) The reactants are: OS([O-])=O.[Na+].[OH-:6].[Na+].[CH3:8][N:9]1[C@@H:25]2[CH2:26][C:14]3[CH:15]=[CH:16][C:17]([OH:29])=[C:18]4[O:19][C@H:20]5[C:21]([O:27]C)=[CH:22][CH:23]=[C:24]2[C@:12]5([C:13]=34)[CH2:11][CH2:10]1.[OH-].[NH4+]. Given the product [CH3:8][N:9]1[C@@H:25]2[CH2:26][C:14]3=[CH:15][CH:16]=[C:17]([OH:29])[C:18]4[O:19][C@H:20]5[C:21]([CH2:22][CH2:23][C@:24]2([OH:6])[C@:12]5([C:13]=43)[CH2:11][CH2:10]1)=[O:27], predict the reactants needed to synthesize it.